From a dataset of Carcinogenicity classification data from Lagunin et al.. Regression/Classification. Given a drug SMILES string, predict its toxicity properties. Task type varies by dataset: regression for continuous values (e.g., LD50, hERG inhibition percentage) or binary classification for toxic/non-toxic outcomes (e.g., AMES mutagenicity, cardiotoxicity, hepatotoxicity). Dataset: carcinogens_lagunin. (1) The compound is COc1ccc(C[C@@](C)(N)C(=O)O)cc1OC. The result is 0 (non-carcinogenic). (2) The compound is CCC[C@@H]1C[C@@H](C(=O)N[C@H]([C@@H](C)O)[C@H]2O[C@H](SC)[C@H](O)[C@@H](O)[C@@H]2O)N(C)C1. The result is 0 (non-carcinogenic). (3) The compound is CCC1NC(=O)C2C(Cl)C(Cl)CN2C(=O)C(C(C)O)NC(=O)CC(c2ccccc2)NC(=O)C(CO)NC1=O. The result is 1 (carcinogenic). (4) The drug is Nc1cc(S(=O)(=O)O)cc2cc(S(=O)(=O)O)c(/N=N/c3ccc(-c4ccc(/N=N/c5c(S(=O)(=O)O)cc6cc(S(=O)(=O)O)cc(N)c6c5O)cc4)cc3)c(O)c12. The result is 1 (carcinogenic).